Dataset: Reaction yield outcomes from USPTO patents with 853,638 reactions. Task: Predict the reaction yield, written as a fraction of the theoretical maximum amount of product (1.0 means a 100% yield; for example, 0.34 means a 34% yield). The reactants are B1([C:10]2[CH:15]=[CH:14][CH:13]=[C:12]([S:16]([NH2:19])(=[O:18])=[O:17])[CH:11]=2)OC(C)(C)C(C)(C)O1.I[C:21]1[C:29]2[C:24](=[N:25][CH:26]=[N:27][C:28]=2[NH2:30])[N:23]([CH:31]([CH3:33])[CH3:32])[N:22]=1.C([O-])([O-])=O.[Na+].[Na+]. The catalyst is CCO.COCCOC.C1C=CC([P]([Pd]([P](C2C=CC=CC=2)(C2C=CC=CC=2)C2C=CC=CC=2)([P](C2C=CC=CC=2)(C2C=CC=CC=2)C2C=CC=CC=2)[P](C2C=CC=CC=2)(C2C=CC=CC=2)C2C=CC=CC=2)(C2C=CC=CC=2)C2C=CC=CC=2)=CC=1. The product is [NH2:30][C:28]1[N:27]=[CH:26][N:25]=[C:24]2[N:23]([CH:31]([CH3:33])[CH3:32])[N:22]=[C:21]([C:10]3[CH:11]=[C:12]([S:16]([NH2:19])(=[O:17])=[O:18])[CH:13]=[CH:14][CH:15]=3)[C:29]=12. The yield is 0.280.